From a dataset of Aqueous solubility values for 9,982 compounds from the AqSolDB database. Regression/Classification. Given a drug SMILES string, predict its absorption, distribution, metabolism, or excretion properties. Task type varies by dataset: regression for continuous measurements (e.g., permeability, clearance, half-life) or binary classification for categorical outcomes (e.g., BBB penetration, CYP inhibition). For this dataset (solubility_aqsoldb), we predict Y. (1) The molecule is O=C([O-])c1c(Cl)c(Cl)c(Cl)c(Cl)c1-c1c2cc(Br)c(=O)c(Br)c-2oc2c(Br)c([O-])c(Br)cc12.O=C([O-])c1c(Cl)c(Cl)c(Cl)c(Cl)c1-c1c2cc(Br)c(=O)c(Br)c-2oc2c(Br)c([O-])c(Br)cc12.O=C([O-])c1c(Cl)c(Cl)c(Cl)c(Cl)c1-c1c2cc(Br)c(=O)c(Br)c-2oc2c(Br)c([O-])c(Br)cc12.[Al+3].[Al+3]. The Y is -6.49 log mol/L. (2) The molecule is Clc1ccc(Oc2ccc(Cl)c(Cl)c2Cl)c(Cl)c1. The Y is -7.44 log mol/L. (3) The molecule is CC(=O)OCC(S)CS. The Y is -1.22 log mol/L. (4) The drug is O=C(O)c1ccc(I)cc1. The Y is -3.96 log mol/L. (5) The compound is Cc1c(OCc2ccccc2)ccc2c(=O)cc(N3CCOCC3)oc12. The Y is -5.16 log mol/L.